Regression. Given a peptide amino acid sequence and an MHC pseudo amino acid sequence, predict their binding affinity value. This is MHC class II binding data. From a dataset of Peptide-MHC class II binding affinity with 134,281 pairs from IEDB. (1) The peptide sequence is GSDEKNLALSIKYNK. The MHC is HLA-DQA10102-DQB10602 with pseudo-sequence HLA-DQA10102-DQB10602. The binding affinity (normalized) is 0.550. (2) The peptide sequence is YLGFVQDAATYAVTT. The MHC is HLA-DPA10103-DPB10401 with pseudo-sequence HLA-DPA10103-DPB10401. The binding affinity (normalized) is 0.526. (3) The peptide sequence is LDMYSVMLTNDNTSR. The MHC is DRB1_0101 with pseudo-sequence DRB1_0101. The binding affinity (normalized) is 0.643. (4) The peptide sequence is FFQMTNTNPDQKCIT. The MHC is DRB1_1501 with pseudo-sequence DRB1_1501. The binding affinity (normalized) is 0. (5) The peptide sequence is LAWLVQASANSAAMA. The MHC is HLA-DQA10102-DQB10602 with pseudo-sequence HLA-DQA10102-DQB10602. The binding affinity (normalized) is 0.654. (6) The peptide sequence is YAKMRSAHTNDVKQL. The MHC is HLA-DPA10301-DPB10402 with pseudo-sequence HLA-DPA10301-DPB10402. The binding affinity (normalized) is 0.182.